Dataset: Peptide-MHC class II binding affinity with 134,281 pairs from IEDB. Task: Regression. Given a peptide amino acid sequence and an MHC pseudo amino acid sequence, predict their binding affinity value. This is MHC class II binding data. (1) The peptide sequence is TVPRTKYTATISGLK. The MHC is DRB3_0202 with pseudo-sequence DRB3_0202. The binding affinity (normalized) is 0.157. (2) The binding affinity (normalized) is 0. The peptide sequence is WSWVRQPPGRGLEWI. The MHC is DRB1_1101 with pseudo-sequence DRB1_1101. (3) The peptide sequence is IIPDGYKLIDNSLIL. The MHC is DRB1_1501 with pseudo-sequence DRB1_1501. The binding affinity (normalized) is 0.528. (4) The peptide sequence is GSQLIWDRALGLPLE. The MHC is DRB3_0202 with pseudo-sequence DRB3_0202. The binding affinity (normalized) is 0.352.